Dataset: Blood-brain barrier permeability classification from the B3DB database. Task: Regression/Classification. Given a drug SMILES string, predict its absorption, distribution, metabolism, or excretion properties. Task type varies by dataset: regression for continuous measurements (e.g., permeability, clearance, half-life) or binary classification for categorical outcomes (e.g., BBB penetration, CYP inhibition). Dataset: b3db_classification. (1) The compound is CCC1(CC)C(=O)NC[C@H](C)C1=O. The result is 1 (penetrates BBB). (2) The drug is Nc1ncnc2c1ncn2C1OC(COP(=O)(O)OP(=O)(O)OP(=O)(O)O)C(O)C1O. The result is 0 (does not penetrate BBB). (3) The molecule is Cc1onc(-c2c(Cl)cccc2Cl)c1C(=O)N[C@H]1C(=O)N2[C@H]1SC(C)(C)[C@H]2C(=O)O. The result is 0 (does not penetrate BBB).